Dataset: Full USPTO retrosynthesis dataset with 1.9M reactions from patents (1976-2016). Task: Predict the reactants needed to synthesize the given product. Given the product [CH2:24]([O:25][C@@H:5]1[C@@H:7]([O:8][CH2:22][C:19]2[CH:20]=[CH:21][CH:16]=[CH:17][CH:18]=2)[C@H:9]([O:10][CH2:22][C:19]2[CH:20]=[CH:21][CH:16]=[CH:17][CH:18]=2)[C@@H:11]([CH2:13][O:14][CH2:22][C:19]2[CH:20]=[CH:21][CH:16]=[CH:17][CH:18]=2)[O:12][C@@H:4]1[O:3][CH3:15])[C:16]1[CH:21]=[CH:20][CH:19]=[CH:18][CH:17]=1, predict the reactants needed to synthesize it. The reactants are: [H-].[Na+].[O:3]([CH3:15])[CH:4]1[O:12][C@H:11]([CH2:13][OH:14])[C@@H:9]([OH:10])[C@H:7]([OH:8])[C@H:5]1O.[CH:16]1[CH:21]=[CH:20][C:19]([CH2:22]Br)=[CH:18][CH:17]=1.[CH3:24][OH:25].